This data is from Forward reaction prediction with 1.9M reactions from USPTO patents (1976-2016). The task is: Predict the product of the given reaction. (1) Given the reactants Cl.[CH2:2]([C@@:5]([C:14]([OH:16])=[O:15])([CH2:7][C:8]1[CH:13]=[CH:12][CH:11]=[CH:10][CH:9]=1)[NH2:6])[CH:3]=[CH2:4].[C:17](O[C:17]([O:19][C:20]([CH3:23])([CH3:22])[CH3:21])=[O:18])([O:19][C:20]([CH3:23])([CH3:22])[CH3:21])=[O:18].C(=O)(O)[O-].[Na+], predict the reaction product. The product is: [C:20]([O:19][C:17]([NH:6][C@:5]([CH2:2][CH:3]=[CH2:4])([C:14]([OH:16])=[O:15])[CH2:7][C:8]1[CH:13]=[CH:12][CH:11]=[CH:10][CH:9]=1)=[O:18])([CH3:23])([CH3:22])[CH3:21]. (2) Given the reactants N([O-])=O.[K+].C1OCCOCCOCCOCCOCCOC1.[CH2:23]([O:25][C:26]([C@:28]1([N:48]=[N+:49]=[N-:50])[C@H:33]([O:34]S(C(F)(F)F)(=O)=O)[CH2:32][C@@H:31]2[C@H:29]1[C@@:30]2([F:47])[C:42]([O:44][CH2:45][CH3:46])=[O:43])=[O:27])[CH3:24].O, predict the reaction product. The product is: [CH2:23]([O:25][C:26]([C@:28]1([N:48]=[N+:49]=[N-:50])[C@@H:33]([OH:34])[CH2:32][C@@H:31]2[C@H:29]1[C@@:30]2([F:47])[C:42]([O:44][CH2:45][CH3:46])=[O:43])=[O:27])[CH3:24]. (3) The product is: [C:3]([O:19][C:16]([N:1]1[CH2:6][CH2:5][CH2:4][CH:3]([C:7]2[C:15]3[C:10](=[CH:11][CH:12]=[CH:13][CH:14]=3)[NH:9][CH:8]=2)[CH2:2]1)=[O:17])([CH3:7])([CH3:4])[CH3:2]. Given the reactants [NH:1]1[CH2:6][CH2:5][CH2:4][CH:3]([C:7]2[C:15]3[C:10](=[CH:11][CH:12]=[CH:13][CH:14]=3)[NH:9][CH:8]=2)[CH2:2]1.[C:16]([O-:19])([O-])=[O:17].[K+].[K+], predict the reaction product. (4) Given the reactants [S:1]1[CH:5]=[CH:4][N:3]=[C:2]1[SH:6].Cl[C:8]1[S:12][C:11]([C:13](=[O:15])[CH3:14])=[CH:10][C:9]=1[N+:16]([O-:18])=[O:17].C([O-])([O-])=O.[K+].[K+], predict the reaction product. The product is: [N+:16]([C:9]1[CH:10]=[C:11]([C:13](=[O:15])[CH3:14])[S:12][C:8]=1[S:6][C:2]1[S:1][CH:5]=[CH:4][N:3]=1)([O-:18])=[O:17]. (5) The product is: [O:25]=[C:26]1[CH2:35][C:34]2([CH2:38][C:39]([O:41][CH2:42][CH3:43])=[O:40])[CH2:36][N:37]([CH2:22][C:18]3[CH:17]=[CH:16][C:15]4[C:20](=[CH:21][C:12]5[CH2:11][C@:3]6([C:4]7[C:5](=[N:6][CH:7]=[CH:8][CH:9]=7)[NH:10][C:2]6=[O:1])[CH2:24][C:13]=5[CH:14]=4)[N:19]=3)[C:32]3[C:33]2=[C:28]([CH:29]=[CH:30][CH:31]=3)[NH:27]1. Given the reactants [O:1]=[C:2]1[NH:10][C:5]2=[N:6][CH:7]=[CH:8][CH:9]=[C:4]2[C@:3]21[CH2:24][C:13]1[CH:14]=[C:15]3[C:20](=[CH:21][C:12]=1[CH2:11]2)[N:19]=[C:18]([CH:22]=O)[CH:17]=[CH:16]3.[O:25]=[C:26]1[CH2:35][C:34]2([CH2:38][C:39]([O:41][CH2:42][CH3:43])=[O:40])[CH2:36][NH:37][C:32]3[C:33]2=[C:28]([CH:29]=[CH:30][CH:31]=3)[NH:27]1.CC(O)=O.C(O[BH-](OC(=O)C)OC(=O)C)(=O)C.[Na+], predict the reaction product. (6) Given the reactants Br[CH2:2][CH3:3].[O:4]1[CH2:9][CH2:8][O:7][C:6]2[CH:10]=[C:11]([C:14](=[O:24])[CH2:15][C:16]([C:18]3[CH:23]=[CH:22][CH:21]=[CH:20][CH:19]=3)=[O:17])[CH:12]=[CH:13][C:5]1=2.C([O-])([O-])=O.[K+].[K+].O, predict the reaction product. The product is: [O:4]1[CH2:9][CH2:8][O:7][C:6]2[CH:10]=[C:11]([C:14](=[O:24])[CH:15]([CH2:2][CH3:3])[C:16]([C:18]3[CH:19]=[CH:20][CH:21]=[CH:22][CH:23]=3)=[O:17])[CH:12]=[CH:13][C:5]1=2. (7) The product is: [OH:8][CH2:9][CH:10]1[C:14]2[NH:15][C:16]([C:18]3[CH:27]=[CH:26][CH:25]=[C:24]4[C:19]=3[N:20]=[C:21]([NH:29][C:30]3([CH3:33])[CH2:31][CH2:32]3)[C:22]([CH3:28])=[N:23]4)=[CH:17][C:13]=2[C:12](=[O:34])[NH:11]1. Given the reactants C([O:8][CH2:9][CH:10]1[C:14]2[NH:15][C:16]([C:18]3[CH:27]=[CH:26][CH:25]=[C:24]4[C:19]=3[N:20]=[C:21]([NH:29][C:30]3([CH3:33])[CH2:32][CH2:31]3)[C:22]([CH3:28])=[N:23]4)=[CH:17][C:13]=2[C:12](=[O:34])[NH:11]1)C1C=CC=CC=1.B(Cl)(Cl)Cl, predict the reaction product. (8) Given the reactants CN([C:4]([O:8][N:9]1N=NC2C=CC=N[C:10]1=2)=[N+](C)C)C.F[P-](F)(F)(F)(F)F.[CH3:25][C:26]1[NH:30][C:29]2[CH:31]=[CH:32][C:33]([C:35]([OH:37])=O)=[CH:34][C:28]=2[N:27]=1.CONC.Cl.CCN(C(C)C)C(C)C, predict the reaction product. The product is: [CH3:4][O:8][N:9]([CH3:10])[C:35]([C:33]1[CH:32]=[CH:31][C:29]2[NH:30][C:26]([CH3:25])=[N:27][C:28]=2[CH:34]=1)=[O:37].